This data is from Full USPTO retrosynthesis dataset with 1.9M reactions from patents (1976-2016). The task is: Predict the reactants needed to synthesize the given product. (1) The reactants are: Br[C:2]1[CH:3]=[C:4]([NH:10][C:11]2[CH:15]=[C:14]([CH2:16][CH3:17])[O:13][N:12]=2)[C:5](=[O:9])[N:6]([CH3:8])[CH:7]=1.[B:18]1([B:18]2[O:22][C:21]([CH3:24])([CH3:23])[C:20]([CH3:26])([CH3:25])[O:19]2)[O:22][C:21]([CH3:24])([CH3:23])[C:20]([CH3:26])([CH3:25])[O:19]1.CC(C1C=C(C(C)C)C(C2C=CC=CC=2P(C2CCCCC2)C2CCCCC2)=C(C(C)C)C=1)C.C([O-])(=O)C.[K+]. Given the product [CH2:16]([C:14]1[O:13][N:12]=[C:11]([NH:10][C:4]2[C:5](=[O:9])[N:6]([CH3:8])[CH:7]=[C:2]([B:18]3[O:22][C:21]([CH3:24])([CH3:23])[C:20]([CH3:26])([CH3:25])[O:19]3)[CH:3]=2)[CH:15]=1)[CH3:17], predict the reactants needed to synthesize it. (2) Given the product [N+:20]([C:17]1[CH:18]=[CH:19][C:14]([O:3][C:4]2[CH:12]=[C:11]3[C:7]([CH:8]=[CH:9][NH:10]3)=[CH:6][CH:5]=2)=[N:15][CH:16]=1)([O-:22])=[O:21], predict the reactants needed to synthesize it. The reactants are: [H-].[Na+].[OH:3][C:4]1[CH:12]=[C:11]2[C:7]([CH:8]=[CH:9][NH:10]2)=[CH:6][CH:5]=1.Cl[C:14]1[CH:19]=[CH:18][C:17]([N+:20]([O-:22])=[O:21])=[CH:16][N:15]=1.O. (3) The reactants are: [C:1]([O:10][CH2:11][CH3:12])(=[O:9])[C:2]#[C:3][C:4]([O:6][CH2:7][CH3:8])=[O:5].[CH3:13][O:14][C:15]1[CH:20]=[CH:19][C:18]([C:21](=[O:32])[CH2:22][NH:23][NH:24][C:25]([O:27][C:28]([CH3:31])([CH3:30])[CH3:29])=[O:26])=[CH:17][CH:16]=1. Given the product [C:28]([O:27][C:25]([NH:24][N:23]([C:2](=[CH:3][C:4]([O:6][CH2:7][CH3:8])=[O:5])[C:1]([O:10][CH2:11][CH3:12])=[O:9])[CH2:22][C:21]([C:18]1[CH:17]=[CH:16][C:15]([O:14][CH3:13])=[CH:20][CH:19]=1)=[O:32])=[O:26])([CH3:31])([CH3:30])[CH3:29], predict the reactants needed to synthesize it. (4) Given the product [CH3:1][O:2][C:3]1[CH:8]=[CH:7][N:6]=[C:5]([C:9](=[O:11])[CH2:10][C:12](=[O:18])[C:13]([O:15][CH2:16][CH3:17])=[O:14])[CH:4]=1, predict the reactants needed to synthesize it. The reactants are: [CH3:1][O:2][C:3]1[CH:8]=[CH:7][N:6]=[C:5]([C:9](=[O:11])[CH3:10])[CH:4]=1.[C:12](OCC)(=[O:18])[C:13]([O:15][CH2:16][CH3:17])=[O:14].